This data is from Peptide-MHC class I binding affinity with 185,985 pairs from IEDB/IMGT. The task is: Regression. Given a peptide amino acid sequence and an MHC pseudo amino acid sequence, predict their binding affinity value. This is MHC class I binding data. (1) The peptide sequence is CELYHYQECV. The MHC is HLA-B40:01 with pseudo-sequence HLA-B40:01. The binding affinity (normalized) is 0.312. (2) The peptide sequence is TIDNIVTSL. The MHC is HLA-A02:02 with pseudo-sequence HLA-A02:02. The binding affinity (normalized) is 0.521.